This data is from Experimentally validated miRNA-target interactions with 360,000+ pairs, plus equal number of negative samples. The task is: Binary Classification. Given a miRNA mature sequence and a target amino acid sequence, predict their likelihood of interaction. (1) The miRNA is gga-let-7a-5p with sequence UGAGGUAGUAGGUUGUAUAGUU. The protein sequence of the target gene is MAEAGASKGGEEPGRLPEHEEEEESPLWHGAGHCKWFNVRMGFGFISMSSREGSPLESPVDVFVHQSKLYMEGFRSLKEGEPVEFTYKKSSKGLESIRVTGPGGSPCLGSERRPKGKTVQKRKPKGDRCYNCGGLDHHAKECSLPPQPKKCHYCQSIMHMVANCPHKTVSQQPTSSQGRHEAEPQPSTSAFLREGGGTYGYSSPSYSQEGRSEISERSGRSPQEASSSKLSASPEEPSRKGPSVQKRKKT. Result: 1 (interaction). (2) Result: 0 (no interaction). The protein sequence of the target gene is MAEGSGEVVAVSATGAANGLNNGAGGTSATTCNPLSRKLHKILETRLDNDKEMLEALKALSTFFVENSLRTRRNLRGDIERKSLAINEEFVSIFKEVKEELESISEDVQAMSNCCQDMTSRLQAAKEQTQDLIVKTTKLQSESQKLEIRAQVADAFLSKFQLTSDEMSLLRGTREGPITEDFFKALGRVKQIHNDVKVLLRTNQQTAGLEIMEQMALLQETAYERLYRWAQSECRTLTQESCDVSPVLTQAMEALQDRPVLYKYTLDEFGTARRSTVVRGFIDALTRGGPGGTPRPIEMH.... The miRNA is hsa-miR-6850-3p with sequence CCCGGCCGGAACGCCGCACU. (3) The miRNA is hsa-miR-573 with sequence CUGAAGUGAUGUGUAACUGAUCAG. The protein sequence of the target gene is MGDYGFGVLVQSNTGNKSAFPVRFHPHLQPPHHHQNATPSPAAFINNNTAANGSSAGSAWLFPAPATHNIQDEILGSEKAKSQQQEQQDPLEKQQLSPSPGQEAGILPETEKAKSEENQGDNSSENGNGKEKIRIESPVLTGFDYQEATGLGTSTQPLTSSASSLTGFSNWSAAIAPSSSTIINEDASFFHQGGVPAASANNGALLFQNFPHHVSPGFGGSFSPQIGPLSQHHPHHPHFQHHHSQHQQQRRSPASPHPPPFTHRNAAFNQLPHLANNLNKPPSPWSSYQSPSPTPSSSWS.... Result: 1 (interaction).